Predict which catalyst facilitates the given reaction. From a dataset of Catalyst prediction with 721,799 reactions and 888 catalyst types from USPTO. Reactant: [C:1]([OH:7])([C:3]([F:6])([F:5])[F:4])=[O:2].[C:8]([C:10]1[CH:11]=[C:12]([S:16]([NH2:19])(=[O:18])=[O:17])[CH:13]=[CH:14][CH:15]=1)#[N:9]. Product: [OH:7][C:1]([C:3]([F:6])([F:5])[F:4])=[O:2].[NH2:9][CH2:8][C:10]1[CH:11]=[C:12]([S:16]([NH2:19])(=[O:17])=[O:18])[CH:13]=[CH:14][CH:15]=1. The catalyst class is: 50.